From a dataset of Forward reaction prediction with 1.9M reactions from USPTO patents (1976-2016). Predict the product of the given reaction. (1) Given the reactants [CH:1]1([C@H:6]2[C:32](=[O:33])[N:31]3[CH2:34][C@@H:28]([CH2:29][C@H:30]3[C:35]([O-:37])=[O:36])[O:27][C:26]3[C:17](=[N:18][C:19]4[C:24]([CH:25]=3)=[CH:23][CH:22]=[CH:21][CH:20]=4)[CH:16]=[CH:15][CH2:14][CH2:13][CH2:12][C@@H:11]3[CH2:38][CH2:39][CH2:40][C@H:10]3[O:9][C:8](=[O:41])[NH:7]2)[CH2:5][CH2:4][CH2:3][CH2:2]1.[CH3:42]O, predict the reaction product. The product is: [CH:1]1([C@H:6]2[C:32](=[O:33])[N:31]3[CH2:34][C@@H:28]([CH2:29][C@H:30]3[C:35]([O:37][CH3:42])=[O:36])[O:27][C:26]3[C:17](=[N:18][C:19]4[C:24]([CH:25]=3)=[CH:23][CH:22]=[CH:21][CH:20]=4)[CH2:16][CH2:15][CH2:14][CH2:13][CH2:12][C@@H:11]3[CH2:38][CH2:39][CH2:40][C@H:10]3[O:9][C:8](=[O:41])[NH:7]2)[CH2:2][CH2:3][CH2:4][CH2:5]1. (2) Given the reactants [I-:1].C([O:4][C:5](=[O:15])[CH2:6][N:7]1[CH2:12][CH2:11][N+:10]([CH3:14])([CH3:13])[CH2:9][CH2:8]1)C, predict the reaction product. The product is: [I-:1].[C:5]([CH2:6][N:7]1[CH2:8][CH2:9][N+:10]([CH3:14])([CH3:13])[CH2:11][CH2:12]1)([OH:15])=[O:4]. (3) Given the reactants [Br:1][C:2]1[CH:33]=[CH:32][C:5]([O:6][C:7]2[N:19]=[C:18]([C:20]3[CH:25]=[C:24]([F:26])[CH:23]=[C:22]([F:27])[CH:21]=3)[CH:17]=[C:16]([C:28]([F:31])([F:30])[F:29])[C:8]=2[C:9]([O:11]C(C)(C)C)=[O:10])=[C:4]([F:34])[CH:3]=1, predict the reaction product. The product is: [Br:1][C:2]1[CH:33]=[CH:32][C:5]([O:6][C:7]2[N:19]=[C:18]([C:20]3[CH:21]=[C:22]([F:27])[CH:23]=[C:24]([F:26])[CH:25]=3)[CH:17]=[C:16]([C:28]([F:29])([F:31])[F:30])[C:8]=2[C:9]([OH:11])=[O:10])=[C:4]([F:34])[CH:3]=1. (4) Given the reactants [F:1][C:2]([F:22])([F:21])[O:3][C:4]1[CH:9]=[CH:8][CH:7]=[CH:6][C:5]=1[S:10]([C:13]1[CH:18]=[CH:17][C:16]([CH2:19][NH2:20])=[CH:15][CH:14]=1)(=[O:12])=[O:11].CN(C(ON1N=NC2C=CC=NC1=2)=[N+](C)C)C.F[P-](F)(F)(F)(F)F.CCN(C(C)C)C(C)C.[N:56]1[CH:61]=[CH:60][CH:59]=[C:58](/[CH:62]=[CH:63]/[C:64](O)=[O:65])[CH:57]=1, predict the reaction product. The product is: [N:56]1[CH:61]=[CH:60][CH:59]=[C:58]([CH:62]=[CH:63][C:64]([NH:20][CH2:19][C:16]2[CH:17]=[CH:18][C:13]([S:10]([C:5]3[CH:6]=[CH:7][CH:8]=[CH:9][C:4]=3[O:3][C:2]([F:1])([F:21])[F:22])(=[O:12])=[O:11])=[CH:14][CH:15]=2)=[O:65])[CH:57]=1. (5) Given the reactants [C:1]([O:5][C:6]([N:8]1[CH2:13][C:12](=[O:14])[N:11]([C:15]2[CH:20]=[CH:19][C:18]([C:21]([O:23][CH3:24])=[O:22])=[CH:17][CH:16]=2)[C@@H:10]([CH2:25][OH:26])[CH2:9]1)=[O:7])([CH3:4])([CH3:3])[CH3:2].[CH:27]1[C:36]2[C:31](=[CH:32][CH:33]=[CH:34][CH:35]=2)[CH:30]=[CH:29][C:28]=1O, predict the reaction product. The product is: [C:1]([O:5][C:6]([N:8]1[CH2:13][C:12](=[O:14])[N:11]([C:15]2[CH:20]=[CH:19][C:18]([C:21]([O:23][CH3:24])=[O:22])=[CH:17][CH:16]=2)[C@@H:10]([CH2:25][O:26][C:29]2[CH:28]=[CH:27][C:36]3[C:31](=[CH:32][CH:33]=[CH:34][CH:35]=3)[CH:30]=2)[CH2:9]1)=[O:7])([CH3:4])([CH3:3])[CH3:2]. (6) The product is: [CH:34]1([CH2:40][NH:41][C:27](=[O:29])[C:26]2[CH:30]=[CH:31][CH:32]=[N:33][C:25]=2[S:24][CH2:23][CH2:22][S:19]([C:13]2[CH:14]=[CH:15][CH:16]=[CH:17][CH:18]=2)(=[O:20])=[O:21])[CH2:39][CH2:38][CH2:37][CH2:36][CH2:35]1. Given the reactants C1N=CN(C(N2C=NC=C2)=O)C=1.[C:13]1([S:19]([CH2:22][CH2:23][S:24][C:25]2[N:33]=[CH:32][CH:31]=[CH:30][C:26]=2[C:27]([OH:29])=O)(=[O:21])=[O:20])[CH:18]=[CH:17][CH:16]=[CH:15][CH:14]=1.[CH:34]1([CH2:40][NH2:41])[CH2:39][CH2:38][CH2:37][CH2:36][CH2:35]1, predict the reaction product.